The task is: Predict which catalyst facilitates the given reaction.. This data is from Catalyst prediction with 721,799 reactions and 888 catalyst types from USPTO. (1) Reactant: Cl[CH2:2][CH2:3][C:4]([O:6][CH2:7][CH3:8])=[O:5].C(=O)([O-])[O-].[K+].[K+].[Cl:15][C:16]1[CH:21]=[CH:20][C:19]([C:22]2[N:23]([CH:28]3[CH2:30][CH2:29]3)[C:24](=[O:27])[NH:25][N:26]=2)=[CH:18][CH:17]=1.C(=O)([O-])[O-].[Cs+].[Cs+].[I-].[K+]. Product: [Cl:15][C:16]1[CH:17]=[CH:18][C:19]([C:22]2[N:23]([CH:28]3[CH2:29][CH2:30]3)[C:24](=[O:27])[N:25]([CH2:2][CH2:3][C:4]([O:6][CH2:7][CH3:8])=[O:5])[N:26]=2)=[CH:20][CH:21]=1. The catalyst class is: 10. (2) Reactant: [C:1]1([C:7]([C:15]2[CH:20]=[CH:19][CH:18]=[CH:17][CH:16]=2)([CH:9]2[CH2:14][CH2:13][NH:12][CH2:11][CH2:10]2)[OH:8])[CH:6]=[CH:5][CH:4]=[CH:3][CH:2]=1.Br[CH2:22][CH2:23][C:24]1[CH:29]=[CH:28][C:27]([Cl:30])=[CH:26][CH:25]=1.C(#N)C. Product: [Cl:30][C:27]1[CH:28]=[CH:29][C:24]([CH2:23][CH2:22][N:12]2[CH2:13][CH2:14][CH:9]([C:7]([C:15]3[CH:20]=[CH:19][CH:18]=[CH:17][CH:16]=3)([C:1]3[CH:2]=[CH:3][CH:4]=[CH:5][CH:6]=3)[OH:8])[CH2:10][CH2:11]2)=[CH:25][CH:26]=1. The catalyst class is: 250.